This data is from Catalyst prediction with 721,799 reactions and 888 catalyst types from USPTO. The task is: Predict which catalyst facilitates the given reaction. (1) Reactant: [CH3:1][C:2]1[C:7]([CH2:8][NH2:9])=[CH:6][CH:5]=[C:4]([N:10]2[CH2:14][CH2:13][C:12]([C:19]3[CH:24]=[C:23]([Cl:25])[C:22]([Cl:26])=[C:21]([Cl:27])[CH:20]=3)([C:15]([F:18])([F:17])[F:16])[CH2:11]2)[N:3]=1.C(N(CC)CC)C.[C:35](O[C:35](=[O:38])[CH2:36][CH3:37])(=[O:38])[CH2:36][CH3:37]. Product: [CH3:1][C:2]1[C:7]([CH2:8][NH:9][C:35](=[O:38])[CH2:36][CH3:37])=[CH:6][CH:5]=[C:4]([N:10]2[CH2:14][CH2:13][C:12]([C:19]3[CH:20]=[C:21]([Cl:27])[C:22]([Cl:26])=[C:23]([Cl:25])[CH:24]=3)([C:15]([F:17])([F:18])[F:16])[CH2:11]2)[N:3]=1. The catalyst class is: 4. (2) The catalyst class is: 1. Product: [C:6]([C:7]1[N:11]2[CH:12]=[CH:13][N:14]=[CH:15][C:10]2=[N:9][CH:8]=1)#[CH:5]. Reactant: C[Si]([C:5]#[C:6][C:7]1[N:11]2[CH:12]=[CH:13][N:14]=[CH:15][C:10]2=[N:9][CH:8]=1)(C)C.[F-].C([N+](CCCC)(CCCC)CCCC)CCC. (3) Reactant: C(OC([C:6]1[N:7]=[C:8]([C:19]2[S:20][C:21]([C:24]3[CH:29]=[CH:28][CH:27]=[C:26]([S:30]([CH3:33])(=[O:32])=[O:31])[CH:25]=3)=[CH:22][CH:23]=2)[N:9]([C:11]2[C:16]([Cl:17])=[CH:15][CH:14]=[CH:13][C:12]=2[Cl:18])[CH:10]=1)=O)C.[CH3:34][Mg]Br.CC[O:39][CH2:40][CH3:41]. Product: [Cl:17][C:16]1[CH:15]=[CH:14][CH:13]=[C:12]([Cl:18])[C:11]=1[N:9]1[CH:10]=[C:6]([C:40]([OH:39])([CH3:41])[CH3:34])[N:7]=[C:8]1[C:19]1[S:20][C:21]([C:24]2[CH:29]=[CH:28][CH:27]=[C:26]([S:30]([CH3:33])(=[O:32])=[O:31])[CH:25]=2)=[CH:22][CH:23]=1. The catalyst class is: 1. (4) The catalyst class is: 12. Product: [Br:1][C:2]1[C:3]([NH:11][C:18]([NH:17][C:15]([O:14][CH2:12][CH3:13])=[O:16])=[S:19])=[N:4][CH:5]=[C:6]([CH:8]2[CH2:9][CH2:10]2)[CH:7]=1. Reactant: [Br:1][C:2]1[C:3]([NH2:11])=[N:4][CH:5]=[C:6]([CH:8]2[CH2:10][CH2:9]2)[CH:7]=1.[CH2:12]([O:14][C:15]([N:17]=[C:18]=[S:19])=[O:16])[CH3:13]. (5) Reactant: [NH2:1][CH:2]([C:12]1[C:20]2[O:19][C:18]([F:22])([F:21])[O:17][C:16]=2[CH:15]=[CH:14][CH:13]=1)[CH2:3][C:4]1[CH:9]=[C:8]([CH3:10])[CH:7]=[C:6]([CH3:11])[CH:5]=1.Cl[CH2:24][CH2:25][N:26]=[C:27]=[S:28]. Product: [S:28]1[CH2:24][CH2:25][N:26]=[C:27]1[N:26]1[CH2:25][CH2:24][S:28][C:27]1=[N:1][CH:2]([C:12]1[C:20]2[O:19][C:18]([F:22])([F:21])[O:17][C:16]=2[CH:15]=[CH:14][CH:13]=1)[CH2:3][C:4]1[CH:9]=[C:8]([CH3:10])[CH:7]=[C:6]([CH3:11])[CH:5]=1. The catalyst class is: 27. (6) Reactant: Cl.Cl[C:3]1[N:16]2[C:7](=[N:8][C:9]3[C:14]([C:15]2=[O:17])=[C:13]([F:18])[CH:12]=[CH:11][CH:10]=3)[C:6]2[C:19]([F:32])=[CH:20][N:21](S(C3C=CC(C)=CC=3)(=O)=O)[C:5]=2[N:4]=1.[CH3:33][N:34]([CH2:36][C:37]([N:39]1[C:47]2[C:42](=[CH:43][C:44]([O:49][CH3:50])=[C:45]([NH2:48])[CH:46]=2)[CH2:41][CH2:40]1)=[O:38])[CH3:35].[NH4+:51].[OH-].[Na+].[Cl-].[OH-].[K+].C([O-])(O)=O.[Na+]. Product: [CH3:35][N:34]([CH3:33])[CH2:36][C:37]([N:39]1[C:47]2[C:42](=[CH:43][C:44]([O:49][CH3:50])=[C:45]([NH:48][C:3]3[NH:4][C:5]4=[N:21][CH:20]=[C:19]([F:32])[C:6]4=[C:7]([NH:8][C:9]4[CH:10]=[CH:11][CH:12]=[C:13]([F:18])[C:14]=4[C:15]([NH2:51])=[O:17])[N:16]=3)[CH:46]=2)[CH2:41][CH2:40]1)=[O:38]. The catalyst class is: 49.